Dataset: Catalyst prediction with 721,799 reactions and 888 catalyst types from USPTO. Task: Predict which catalyst facilitates the given reaction. (1) Reactant: [CH3:1][N:2]([CH3:24])[CH2:3][CH2:4][O:5][C:6]1[CH:11]=[CH:10][CH:9]=[CH:8][C:7]=1[NH:12][C:13]([NH:15]C(=O)C1C=CC=CC=1)=[S:14].C[O-].[Na+]. Product: [CH3:1][N:2]([CH3:24])[CH2:3][CH2:4][O:5][C:6]1[CH:11]=[CH:10][CH:9]=[CH:8][C:7]=1[NH:12][C:13]([NH2:15])=[S:14]. The catalyst class is: 5. (2) Reactant: C([O:3][C:4](=[O:26])[CH2:5][CH:6]1[O:10][B:9]([OH:11])[C:8]2[CH:12]=[C:13]([O:17][C:18]3[CH:23]=[N:22][CH:21]=[C:20]([C:24]#[N:25])[N:19]=3)[CH:14]=[C:15]([CH3:16])[C:7]1=2)C.Cl.[CH2:28]([NH2:32])[CH:29]([CH3:31])[CH3:30]. Product: [OH:11][B:9]1[C:8]2[CH:12]=[C:13]([O:17][C:18]3[CH:23]=[N:22][CH:21]=[C:20]([C:24](=[NH:25])[NH:32][CH2:28][CH:29]([CH3:31])[CH3:30])[N:19]=3)[CH:14]=[C:15]([CH3:16])[C:7]=2[CH:6]([CH2:5][C:4]([OH:3])=[O:26])[O:10]1. The catalyst class is: 5. (3) Reactant: [F:1][C:2]([F:6])([CH3:5])[CH2:3][OH:4].[CH3:7][S:8](Cl)(=[O:10])=[O:9].O. Product: [CH3:7][S:8]([O:4][CH2:3][C:2]([F:6])([F:1])[CH3:5])(=[O:10])=[O:9]. The catalyst class is: 2. (4) Reactant: [CH2:1]([C:8]1[N:9]=[N:10][C:11]([C:16]2[CH2:17][CH2:18][NH:19][CH2:20][CH:21]=2)=[C:12]([CH3:15])[C:13]=1[CH3:14])[C:2]1[CH:7]=[CH:6][CH:5]=[CH:4][CH:3]=1.Cl[C:23]1[CH:28]=[CH:27][C:26]([C:29]([F:32])([F:31])[F:30])=[CH:25][N:24]=1. Product: [CH2:1]([C:8]1[N:9]=[N:10][C:11]([C:16]2[CH2:17][CH2:18][N:19]([C:23]3[CH:28]=[CH:27][C:26]([C:29]([F:32])([F:31])[F:30])=[CH:25][N:24]=3)[CH2:20][CH:21]=2)=[C:12]([CH3:15])[C:13]=1[CH3:14])[C:2]1[CH:7]=[CH:6][CH:5]=[CH:4][CH:3]=1. The catalyst class is: 12. (5) Reactant: [CH2:1]([N:5]1[CH2:10][CH2:9][C:8](=O)[CH2:7][CH2:6]1)[CH2:2][CH2:3][CH3:4].[NH:12]1[CH2:16][CH2:15][CH2:14][CH2:13]1.O. Product: [CH2:1]([N:5]1[CH2:10][CH:9]=[C:8]([N:12]2[CH2:16][CH2:15][CH2:14][CH2:13]2)[CH2:7][CH2:6]1)[CH2:2][CH2:3][CH3:4]. The catalyst class is: 11. (6) The catalyst class is: 849. Reactant: [Cl:1][C:2]1[CH:3]=[CH:4][C:5]2[N:11]3[CH:12]=[CH:13][CH:14]=[C:10]3[CH:9]([CH2:15][C:16]([O:18]CC3C=CC=CC=3)=[O:17])[O:8][CH:7]([C:26]3[C:35]4[O:34][CH2:33][CH2:32][O:31][C:30]=4[CH:29]=[CH:28][CH:27]=3)[C:6]=2[CH:36]=1.[H][H]. Product: [Cl:1][C:2]1[CH:3]=[CH:4][C:5]2[N:11]3[CH:12]=[CH:13][CH:14]=[C:10]3[CH:9]([CH2:15][C:16]([OH:18])=[O:17])[O:8][CH:7]([C:26]3[C:35]4[O:34][CH2:33][CH2:32][O:31][C:30]=4[CH:29]=[CH:28][CH:27]=3)[C:6]=2[CH:36]=1.